Dataset: NCI-60 drug combinations with 297,098 pairs across 59 cell lines. Task: Regression. Given two drug SMILES strings and cell line genomic features, predict the synergy score measuring deviation from expected non-interaction effect. (1) Drug 1: CC(CN1CC(=O)NC(=O)C1)N2CC(=O)NC(=O)C2. Drug 2: C1=NC2=C(N=C(N=C2N1C3C(C(C(O3)CO)O)O)F)N. Cell line: SK-OV-3. Synergy scores: CSS=8.51, Synergy_ZIP=-4.36, Synergy_Bliss=-0.471, Synergy_Loewe=-3.81, Synergy_HSA=-1.19. (2) Drug 1: CC12CCC3C(C1CCC2OP(=O)(O)O)CCC4=C3C=CC(=C4)OC(=O)N(CCCl)CCCl.[Na+]. Drug 2: CC1C(C(CC(O1)OC2CC(CC3=C2C(=C4C(=C3O)C(=O)C5=CC=CC=C5C4=O)O)(C(=O)C)O)N)O. Cell line: NCI-H460. Synergy scores: CSS=46.8, Synergy_ZIP=7.93, Synergy_Bliss=6.35, Synergy_Loewe=-13.3, Synergy_HSA=7.31. (3) Drug 1: CN(C)N=NC1=C(NC=N1)C(=O)N. Drug 2: C1=C(C(=O)NC(=O)N1)F. Cell line: NCI-H226. Synergy scores: CSS=18.9, Synergy_ZIP=2.76, Synergy_Bliss=7.72, Synergy_Loewe=0.651, Synergy_HSA=6.07. (4) Drug 1: CC1=C2C(C(=O)C3(C(CC4C(C3C(C(C2(C)C)(CC1OC(=O)C(C(C5=CC=CC=C5)NC(=O)OC(C)(C)C)O)O)OC(=O)C6=CC=CC=C6)(CO4)OC(=O)C)OC)C)OC. Drug 2: C1CCN(CC1)CCOC2=CC=C(C=C2)C(=O)C3=C(SC4=C3C=CC(=C4)O)C5=CC=C(C=C5)O. Cell line: RXF 393. Synergy scores: CSS=52.7, Synergy_ZIP=16.7, Synergy_Bliss=16.2, Synergy_Loewe=-6.15, Synergy_HSA=17.5. (5) Drug 1: COC1=NC(=NC2=C1N=CN2C3C(C(C(O3)CO)O)O)N. Drug 2: CC1CCC2CC(C(=CC=CC=CC(CC(C(=O)C(C(C(=CC(C(=O)CC(OC(=O)C3CCCCN3C(=O)C(=O)C1(O2)O)C(C)CC4CCC(C(C4)OC)OCCO)C)C)O)OC)C)C)C)OC. Cell line: EKVX. Synergy scores: CSS=2.63, Synergy_ZIP=3.81, Synergy_Bliss=3.79, Synergy_Loewe=2.16, Synergy_HSA=-0.645.